Dataset: Reaction yield outcomes from USPTO patents with 853,638 reactions. Task: Predict the reaction yield, written as a fraction of the theoretical maximum amount of product (1.0 means a 100% yield; for example, 0.34 means a 34% yield). (1) The reactants are I[C:2]1[CH:8]=[CH:7][C:5]([NH2:6])=[CH:4][CH:3]=1.C1C=CC(P(C2C=CC=CC=2)C2C=CC=CC=2)=CC=1.C([O-])([O-])=O.[K+].[K+].[CH2:34]([OH:39])[CH2:35][CH2:36][C:37]#[CH:38]. The catalyst is [Pd].[Cu]I.CCOC(C)=O.O.COCCOC. The product is [NH2:6][C:5]1[CH:7]=[CH:8][C:2]([C:38]#[C:37][CH2:36][CH2:35][CH2:34][OH:39])=[CH:3][CH:4]=1. The yield is 0.760. (2) The yield is 0.190. The reactants are [Cl:1][C:2]1[CH:3]=[C:4]2[C:8](=[CH:9][CH:10]=1)[NH:7][C:6]([CH3:11])=[CH:5]2.[CH3:12][O:13][CH2:14][O:15][C:16]1[CH:21]=[CH:20][C:19](I)=[CH:18][CH:17]=1. The product is [Cl:1][C:2]1[CH:3]=[C:4]2[C:8](=[CH:9][CH:10]=1)[N:7]([C:19]1[CH:20]=[CH:21][C:16]([O:15][CH2:14][O:13][CH3:12])=[CH:17][CH:18]=1)[C:6]([CH3:11])=[CH:5]2. No catalyst specified.